This data is from Blood-brain barrier permeability classification from the B3DB database. The task is: Regression/Classification. Given a drug SMILES string, predict its absorption, distribution, metabolism, or excretion properties. Task type varies by dataset: regression for continuous measurements (e.g., permeability, clearance, half-life) or binary classification for categorical outcomes (e.g., BBB penetration, CYP inhibition). Dataset: b3db_classification. (1) The drug is CC(=O)O[C@@]12CO[C@@H]1C[C@H](O)[C@@]1(C)C(=O)[C@H](O)C3=C(C)[C@@H](OC(=O)[C@H](O)[C@@H](NC(=O)OC(C)(C)C)c4ccccc4)C[C@@](O)([C@@H](OC(=O)c4ccccc4)C12)C3(C)C. The result is 0 (does not penetrate BBB). (2) The compound is CC12C[C@H](O)[C@@]3(F)C(CCC4=CC(=O)C=CC43C)[C@@H]1C[C@H]1O[C@@](C)(c3ccccc3)O[C@]12C(=O)CO. The result is 1 (penetrates BBB).